The task is: Regression. Given two drug SMILES strings and cell line genomic features, predict the synergy score measuring deviation from expected non-interaction effect.. This data is from NCI-60 drug combinations with 297,098 pairs across 59 cell lines. (1) Drug 1: CC12CCC(CC1=CCC3C2CCC4(C3CC=C4C5=CN=CC=C5)C)O. Drug 2: CC12CCC3C(C1CCC2OP(=O)(O)O)CCC4=C3C=CC(=C4)OC(=O)N(CCCl)CCCl.[Na+]. Cell line: SK-MEL-2. Synergy scores: CSS=25.9, Synergy_ZIP=6.71, Synergy_Bliss=10.4, Synergy_Loewe=8.50, Synergy_HSA=8.72. (2) Drug 1: C1=NC2=C(N1)C(=S)N=C(N2)N. Drug 2: CC1=C2C(C(=O)C3(C(CC4C(C3C(C(C2(C)C)(CC1OC(=O)C(C(C5=CC=CC=C5)NC(=O)C6=CC=CC=C6)O)O)OC(=O)C7=CC=CC=C7)(CO4)OC(=O)C)O)C)OC(=O)C. Cell line: UACC-257. Synergy scores: CSS=13.1, Synergy_ZIP=-14.8, Synergy_Bliss=-13.6, Synergy_Loewe=-15.0, Synergy_HSA=-10.0. (3) Drug 1: CC1CCC2CC(C(=CC=CC=CC(CC(C(=O)C(C(C(=CC(C(=O)CC(OC(=O)C3CCCCN3C(=O)C(=O)C1(O2)O)C(C)CC4CCC(C(C4)OC)O)C)C)O)OC)C)C)C)OC. Drug 2: CC1=C2C(C(=O)C3(C(CC4C(C3C(C(C2(C)C)(CC1OC(=O)C(C(C5=CC=CC=C5)NC(=O)OC(C)(C)C)O)O)OC(=O)C6=CC=CC=C6)(CO4)OC(=O)C)O)C)O. Cell line: SNB-75. Synergy scores: CSS=14.1, Synergy_ZIP=-4.49, Synergy_Bliss=-2.60, Synergy_Loewe=-2.09, Synergy_HSA=-1.63. (4) Drug 1: C(CC(=O)O)C(=O)CN.Cl. Drug 2: CN(C(=O)NC(C=O)C(C(C(CO)O)O)O)N=O. Cell line: BT-549. Synergy scores: CSS=1.03, Synergy_ZIP=1.36, Synergy_Bliss=4.22, Synergy_Loewe=-7.96, Synergy_HSA=-0.643.